The task is: Predict the reaction yield, written as a fraction of the theoretical maximum amount of product (1.0 means a 100% yield; for example, 0.34 means a 34% yield).. This data is from Reaction yield outcomes from USPTO patents with 853,638 reactions. (1) The reactants are C[O:2][C:3]([C:5]1[S:6][C:7]([C:14]2[CH2:18][C:17]([C:23]3[CH:28]=[C:27]([Cl:29])[CH:26]=[C:25]([Cl:30])[CH:24]=3)([C:19]([F:22])([F:21])[F:20])[O:16][N:15]=2)=[C:8]2[CH2:13][CH2:12][CH2:11][CH2:10][C:9]=12)=[O:4].O[Li].O. The product is [Cl:30][C:25]1[CH:24]=[C:23]([C:17]2([C:19]([F:20])([F:22])[F:21])[O:16][N:15]=[C:14]([C:7]3[S:6][C:5]([C:3]([OH:4])=[O:2])=[C:9]4[CH2:10][CH2:11][CH2:12][CH2:13][C:8]=34)[CH2:18]2)[CH:28]=[C:27]([Cl:29])[CH:26]=1. The yield is 0.864. The catalyst is CO.O. (2) The catalyst is C(Cl)Cl. The reactants are C(OC([NH:8][CH:9]([C:28](=[O:32])[N:29]([CH3:31])[CH3:30])[C:10]1[CH:27]=[CH:26][C:13]([O:14][C:15]2[CH:20]=[CH:19][C:18]([CH2:21][CH2:22][C:23]([OH:25])=[O:24])=[CH:17][CH:16]=2)=[CH:12][CH:11]=1)=O)(C)(C)C. The yield is 0.590. The product is [NH2:8][CH:9]([C:28](=[O:32])[N:29]([CH3:30])[CH3:31])[C:10]1[CH:27]=[CH:26][C:13]([O:14][C:15]2[CH:16]=[CH:17][C:18]([CH2:21][CH2:22][C:23]([OH:25])=[O:24])=[CH:19][CH:20]=2)=[CH:12][CH:11]=1. (3) The reactants are [CH2:1]([OH:4])[CH2:2][OH:3].[H-].[Na+].[Si:7](Cl)([C:10]([CH3:13])([CH3:12])[CH3:11])([CH3:9])[CH3:8].C([O-])([O-])=O.[Na+].[Na+]. The catalyst is C1COCC1. The product is [C:10]([Si:7]([CH3:9])([CH3:8])[O:3][CH2:2][CH2:1][OH:4])([CH3:13])([CH3:12])[CH3:11]. The yield is 0.850. (4) The reactants are [C:1]([O:5][C:6](=[O:33])[CH2:7][NH:8][CH2:9][C:10]1[CH:15]=[CH:14][C:13]([C:16]2[CH:17]=[N:18][C:19]([CH2:22][C:23]3[CH:28]=[CH:27][C:26]([O:29][CH2:30][CH2:31]Cl)=[CH:25][CH:24]=3)=[N:20][CH:21]=2)=[CH:12][CH:11]=1)([CH3:4])([CH3:3])[CH3:2].[I-].[Na+].[O:36]1[CH2:40][CH2:39][CH2:38][CH:37]1[C:41]([N:43]1[CH2:48][CH2:47][NH:46][CH2:45][CH2:44]1)=[O:42]. The catalyst is CN(C=O)C. The product is [C:1]([O:5][C:6](=[O:33])[CH2:7][NH:8][CH2:9][C:10]1[CH:15]=[CH:14][C:13]([C:16]2[CH:17]=[N:18][C:19]([CH2:22][C:23]3[CH:28]=[CH:27][C:26]([O:29][CH2:30][CH2:31][N:46]4[CH2:47][CH2:48][N:43]([C:41]([CH:37]5[CH2:38][CH2:39][CH2:40][O:36]5)=[O:42])[CH2:44][CH2:45]4)=[CH:25][CH:24]=3)=[N:20][CH:21]=2)=[CH:12][CH:11]=1)([CH3:4])([CH3:3])[CH3:2]. The yield is 0.510. (5) The reactants are [F:1][C:2]([F:7])([F:6])[C:3]([OH:5])=[O:4].[CH:8]1([CH:13]([N:17]2[CH:21]=[C:20]([C:22]3[C:23]4[CH:30]=[CH:29][NH:28][C:24]=4[N:25]=[CH:26][N:27]=3)[CH:19]=[N:18]2)[CH2:14][C:15]#[CH:16])[CH2:12][CH2:11][CH2:10][CH2:9]1.[H][H]. The catalyst is CO.[Pd]. The product is [F:1][C:2]([F:7])([F:6])[C:3]([OH:5])=[O:4].[CH:8]1([CH:13]([N:17]2[CH:21]=[C:20]([C:22]3[C:23]4[CH:30]=[CH:29][NH:28][C:24]=4[N:25]=[CH:26][N:27]=3)[CH:19]=[N:18]2)[CH2:14][CH2:15][CH3:16])[CH2:12][CH2:11][CH2:10][CH2:9]1. The yield is 0.690. (6) The reactants are [NH2:1][C:2]1[N:3]=[C:4]([CH3:27])[C:5]2[CH:11]=[C:10]([C:12]3[CH:13]=[N:14][C:15]([O:18]C)=[N:16][CH:17]=3)[C:9](=[O:20])[N:8]([CH:21]3[CH2:26][CH2:25][O:24][CH2:23][CH2:22]3)[C:6]=2[N:7]=1.[Si](I)(C)(C)C.[NH4+].[OH-]. The catalyst is C(#N)C. The product is [NH2:1][C:2]1[N:3]=[C:4]([CH3:27])[C:5]2[CH:11]=[C:10]([C:12]3[CH:17]=[N:16][C:15]([OH:18])=[N:14][CH:13]=3)[C:9](=[O:20])[N:8]([CH:21]3[CH2:26][CH2:25][O:24][CH2:23][CH2:22]3)[C:6]=2[N:7]=1. The yield is 0.300. (7) The reactants are Cl[C:2]1[C:11]2[C:6](=[CH:7][C:8]([F:15])=[C:9]([N+:12]([O-:14])=[O:13])[CH:10]=2)[N:5]=[CH:4][N:3]=1.[C:16]([C:18]1[CH:19]=[C:20]([NH2:24])[CH:21]=[CH:22][CH:23]=1)#[CH:17]. The catalyst is C(O)(C)C. The product is [C:16]([C:18]1[CH:19]=[C:20]([NH:24][C:2]2[C:11]3[C:6](=[CH:7][C:8]([F:15])=[C:9]([N+:12]([O-:14])=[O:13])[CH:10]=3)[N:5]=[CH:4][N:3]=2)[CH:21]=[CH:22][CH:23]=1)#[CH:17]. The yield is 0.950. (8) The reactants are Cl[C:2]1[CH:7]=[CH:6][N:5]=[CH:4][CH:3]=1.[CH3:8][NH:9][CH2:10][CH2:11][CH2:12][OH:13]. No catalyst specified. The product is [CH3:8][N:9]([CH2:10][CH2:11][CH2:12][OH:13])[C:2]1[CH:7]=[CH:6][N:5]=[CH:4][CH:3]=1. The yield is 0.610.